From a dataset of Peptide-MHC class II binding affinity with 134,281 pairs from IEDB. Regression. Given a peptide amino acid sequence and an MHC pseudo amino acid sequence, predict their binding affinity value. This is MHC class II binding data. (1) The peptide sequence is EKKYFAATQMEPLAA. The MHC is HLA-DQA10301-DQB10302 with pseudo-sequence HLA-DQA10301-DQB10302. The binding affinity (normalized) is 0.357. (2) The peptide sequence is GSFIIDGKSRKECPF. The MHC is DRB3_0301 with pseudo-sequence DRB3_0301. The binding affinity (normalized) is 0.399. (3) The peptide sequence is VKINDKCPSTGEAHL. The MHC is DRB1_1101 with pseudo-sequence DRB1_1101. The binding affinity (normalized) is 0.529. (4) The peptide sequence is IRQAGVQYS. The MHC is DRB1_0101 with pseudo-sequence DRB1_0101. The binding affinity (normalized) is 0. (5) The peptide sequence is GEAQIVDKIDAAFKI. The MHC is DRB3_0101 with pseudo-sequence DRB3_0101. The binding affinity (normalized) is 0.640. (6) The peptide sequence is AYSDDKSMKVTVAFN. The MHC is HLA-DPA10301-DPB10402 with pseudo-sequence HLA-DPA10301-DPB10402. The binding affinity (normalized) is 0.101.